This data is from Reaction yield outcomes from USPTO patents with 853,638 reactions. The task is: Predict the reaction yield, written as a fraction of the theoretical maximum amount of product (1.0 means a 100% yield; for example, 0.34 means a 34% yield). (1) The reactants are [NH2:1][C:2]1[CH:10]=[CH:9][CH:8]=[C:7]([CH3:11])[C:3]=1[C:4]([OH:6])=O.C1N=CN(C(N2C=NC=C2)=O)C=1.Cl.[NH2:25][CH:26]1[CH2:31][CH2:30][C:29](=[O:32])[NH:28][C:27]1=[O:33].C(=O)([O-])O.[Na+]. The catalyst is C(#N)C. The product is [NH2:1][C:2]1[CH:10]=[CH:9][CH:8]=[C:7]([CH3:11])[C:3]=1[C:4]([NH:25][CH:26]1[CH2:31][CH2:30][C:29](=[O:32])[NH:28][C:27]1=[O:33])=[O:6]. The yield is 0.580. (2) The reactants are Cl[CH2:2][CH2:3][CH2:4][N:5]1[C:14]2[C:9](=[CH:10][C:11]([F:16])=[C:12]([F:15])[CH:13]=2)[CH2:8][CH2:7][C:6]1=[O:17].[CH:18]1([CH2:21][O:22][CH:23]2[CH2:28][CH2:27][NH:26][CH2:25][CH2:24]2)[CH2:20][CH2:19]1.[Na+].[I-].C([O-])([O-])=O.[K+].[K+]. The catalyst is CC#N.CN(C=O)C.O. The product is [CH:18]1([CH2:21][O:22][CH:23]2[CH2:28][CH2:27][N:26]([CH2:2][CH2:3][CH2:4][N:5]3[C:14]4[C:9](=[CH:10][C:11]([F:16])=[C:12]([F:15])[CH:13]=4)[CH2:8][CH2:7][C:6]3=[O:17])[CH2:25][CH2:24]2)[CH2:19][CH2:20]1. The yield is 0.810. (3) The reactants are [N:1]([C@H:4]1[CH2:8][C@H:7]([O:9][Si:10]([C:13]([CH3:16])([CH3:15])[CH3:14])([CH3:12])[CH3:11])[C@H:6]([CH2:17][O:18][CH2:19][C:20]2[CH:25]=[CH:24][CH:23]=[CH:22][CH:21]=2)[CH2:5]1)=[N+]=[N-]. The catalyst is CCOC(C)=O.[Pd]. The product is [CH2:19]([O:18][CH2:17][C@H:6]1[C@@H:7]([O:9][Si:10]([C:13]([CH3:15])([CH3:14])[CH3:16])([CH3:12])[CH3:11])[CH2:8][C@H:4]([NH2:1])[CH2:5]1)[C:20]1[CH:25]=[CH:24][CH:23]=[CH:22][CH:21]=1. The yield is 0.980. (4) The reactants are [C:1]([O:8][CH3:9])(=[O:7])[CH2:2][C:3]([O:5][CH3:6])=[O:4].[H-].[Na+].[Br:12][C:13]1[CH:18]=[CH:17][C:16]([C:19]23[O:25][C:22]([CH2:26]I)([CH2:23][CH2:24]2)[CH2:21][CH2:20]3)=[CH:15][CH:14]=1. The catalyst is CC(N(C)C)=O. The product is [Br:12][C:13]1[CH:18]=[CH:17][C:16]([C:19]23[O:25][C:22]([CH2:3][CH2:2][C:1]([O:8][CH3:9])=[O:7])([CH2:23][CH2:24]2)[CH2:21][CH2:20]3)=[CH:15][CH:14]=1.[Br:12][C:13]1[CH:18]=[CH:17][C:16]([C:19]23[O:25][C:22]([CH2:26][CH:2]([C:1]([O:8][CH3:9])=[O:7])[C:3]([O:5][CH3:6])=[O:4])([CH2:23][CH2:24]2)[CH2:21][CH2:20]3)=[CH:15][CH:14]=1. The yield is 0.280.